Dataset: Forward reaction prediction with 1.9M reactions from USPTO patents (1976-2016). Task: Predict the product of the given reaction. (1) Given the reactants C(O[K])(C)(C)C.[C:7]([O:11][C:12]([N:14]1[CH2:18][CH2:17][C:16]([OH:23])([C:19]([F:22])([F:21])[F:20])[CH2:15]1)=[O:13])([CH3:10])([CH3:9])[CH3:8].F[C:25]1[CH:32]=[CH:31][CH:30]=[CH:29][C:26]=1[CH:27]=[O:28], predict the reaction product. The product is: [C:7]([O:11][C:12]([N:14]1[CH2:18][CH2:17][C:16]([O:23][C:25]2[CH:32]=[CH:31][CH:30]=[CH:29][C:26]=2[CH:27]=[O:28])([C:19]([F:20])([F:21])[F:22])[CH2:15]1)=[O:13])([CH3:10])([CH3:8])[CH3:9]. (2) Given the reactants CC1C=CC(S(O[CH2:12][C@H:13]2[CH2:27][O:26][C:16]3[CH:17]=[CH:18][C:19]4[C:20](=[O:25])[CH2:21][CH2:22][O:23][C:24]=4[C:15]=3[O:14]2)(=O)=O)=CC=1.C(=O)([O-])[O-].[K+].[K+].[NH:34]1[CH2:39][CH:38]=[C:37]([C:40]2[C:48]3[C:43](=[CH:44][CH:45]=[CH:46][CH:47]=3)[NH:42][CH:41]=2)[CH2:36][CH2:35]1, predict the reaction product. The product is: [NH:42]1[C:43]2[C:48](=[CH:47][CH:46]=[CH:45][CH:44]=2)[C:40]([C:37]2[CH2:38][CH2:39][N:34]([CH2:12][CH:13]3[O:14][C:15]4[C:16](=[CH:17][CH:18]=[C:19]5[C:24]=4[O:23][CH2:22][CH2:21][C:20]5=[O:25])[O:26][CH2:27]3)[CH2:35][CH:36]=2)=[CH:41]1. (3) Given the reactants [C:1]([CH2:3][C:4]1[CH:5]=[C:6]([NH:10][C:11]([C:13]2[CH:18]=[CH:17][CH:16]=[C:15](Br)[N:14]=2)=[O:12])[CH:7]=[CH:8][CH:9]=1)#[N:2].[C:20]1(B(O)O)[CH:25]=[CH:24][CH:23]=[CH:22][CH:21]=1, predict the reaction product. The product is: [C:1]([CH2:3][C:4]1[CH:5]=[C:6]([NH:10][C:11]([C:13]2[CH:18]=[CH:17][CH:16]=[C:15]([C:20]3[CH:25]=[CH:24][CH:23]=[CH:22][CH:21]=3)[N:14]=2)=[O:12])[CH:7]=[CH:8][CH:9]=1)#[N:2]. (4) Given the reactants C([O:5][C:6]([C:8]1[C:9]([C:14]2[CH:19]=[C:18]([C:20](=[O:37])[NH:21][C@H:22]([CH2:30][C:31]3[CH:36]=[CH:35][CH:34]=[CH:33][CH:32]=3)[C@H:23]([C:25]([O:27][CH2:28][CH3:29])=[O:26])[OH:24])[CH:17]=[CH:16][C:15]=2[F:38])=[CH:10][CH:11]=[CH:12][CH:13]=1)=[O:7])(C)(C)C.C(O)(C(F)(F)F)=O.C(Cl)Cl.C1COCC1.[OH-].[Na+], predict the reaction product. The product is: [CH2:30]([C@@H:22]([NH:21][C:20]([C:18]1[CH:17]=[CH:16][C:15]([F:38])=[C:14]([C:9]2[C:8]([C:6]([OH:7])=[O:5])=[CH:13][CH:12]=[CH:11][CH:10]=2)[CH:19]=1)=[O:37])[C@H:23]([C:25]([O:27][CH2:28][CH3:29])=[O:26])[OH:24])[C:31]1[CH:36]=[CH:35][CH:34]=[CH:33][CH:32]=1.